Dataset: Catalyst prediction with 721,799 reactions and 888 catalyst types from USPTO. Task: Predict which catalyst facilitates the given reaction. (1) Reactant: [CH2:1]([O:3][CH2:4][N:5]1[CH:9]=[C:8]([CH2:10][O:11][Si](CC)(CC)CC)[N:7]=[C:6]1[C:19](=[O:21])[CH3:20])[CH3:2].[F-].C([N+](CCCC)(CCCC)CCCC)CCC. Product: [CH2:1]([O:3][CH2:4][N:5]1[CH:9]=[C:8]([CH2:10][OH:11])[N:7]=[C:6]1[C:19](=[O:21])[CH3:20])[CH3:2]. The catalyst class is: 1. (2) Reactant: [Cl:1][C:2]1[N:9]=[C:8]([Cl:10])[CH:7]=[CH:6][C:3]=1[CH:4]=O.[NH2:11][CH2:12][CH:13]([C:15]1[CH:20]=[CH:19][CH:18]=[CH:17][CH:16]=1)[OH:14].C(O)(=O)C. Product: [Cl:1][C:2]1[C:3]([CH2:4][NH:11][CH2:12][CH:13]([C:15]2[CH:20]=[CH:19][CH:18]=[CH:17][CH:16]=2)[OH:14])=[CH:6][CH:7]=[C:8]([Cl:10])[N:9]=1. The catalyst class is: 138. (3) Reactant: C([Li])CCC.Br[C:7]1[CH:8]=[C:9]2[C:14](=[CH:15][C:16]=1[O:17][CH3:18])[C:13]([Cl:19])=[N:12][CH:11]=[CH:10]2.[C:20](=[O:22])=[O:21].N. Product: [Cl:19][C:13]1[C:14]2[C:9](=[CH:8][C:7]([C:20]([OH:22])=[O:21])=[C:16]([O:17][CH3:18])[CH:15]=2)[CH:10]=[CH:11][N:12]=1. The catalyst class is: 7. (4) Reactant: [F:1][C:2]1[C:7]([C:8]2[C:15]([N+:16]([O-])=O)=[CH:14][C:11]([C:12]#[N:13])=[CH:10][C:9]=2[N+:19]([O-])=O)=[CH:6][C:5]([CH3:22])=[CH:4][N:3]=1.O. Product: [NH2:19][C:9]1[CH:10]=[C:11]([CH:14]=[C:15]([NH2:16])[C:8]=1[C:7]1[C:2]([F:1])=[N:3][CH:4]=[C:5]([CH3:22])[CH:6]=1)[C:12]#[N:13]. The catalyst class is: 409. (5) Reactant: [C:1]1([C:7]2[CH:12]=[CH:11][CH:10]=[CH:9][C:8]=2[C:13]2[CH:18]=[CH:17][C:16]([C:19]3(O)[C:32]4[CH:31]=[CH:30][CH:29]=[CH:28][C:27]=4[C:26]([C:34]4[CH:39]=[CH:38][C:37]([C:40]5[CH:45]=[CH:44][CH:43]=[CH:42][C:41]=5[C:46]5[CH:51]=[CH:50][CH:49]=[CH:48][CH:47]=5)=[CH:36][CH:35]=4)(O)[C:25]4[C:20]3=[CH:21][CH:22]=[CH:23][CH:24]=4)=[CH:15][CH:14]=2)[CH:6]=[CH:5][CH:4]=[CH:3][CH:2]=1.I.[PH2](O)=O. Product: [C:46]1([C:41]2[CH:42]=[CH:43][CH:44]=[CH:45][C:40]=2[C:37]2[CH:36]=[CH:35][C:34]([C:26]3[C:25]4[C:20]([C:19]([C:16]5[CH:15]=[CH:14][C:13]([C:8]6[CH:9]=[CH:10][CH:11]=[CH:12][C:7]=6[C:1]6[CH:6]=[CH:5][CH:4]=[CH:3][CH:2]=6)=[CH:18][CH:17]=5)=[C:32]5[C:27]=3[CH:28]=[CH:29][CH:30]=[CH:31]5)=[CH:21][CH:22]=[CH:23][CH:24]=4)=[CH:39][CH:38]=2)[CH:47]=[CH:48][CH:49]=[CH:50][CH:51]=1. The catalyst class is: 15. (6) Reactant: [CH3:1][O:2][C:3]1[C:8]2=[CH:9][CH:10]=[C:11]3[C:20]([N:19]=[C:18]4[C:13]([CH:14]=[CH:15][CH:16]=[C:17]4[C:21]([OH:23])=O)=[N:12]3)=[C:7]2[CH:6]=[CH:5][CH:4]=1.Cl.[CH3:25][N:26]([CH3:31])[CH2:27][C@@H:28]([NH2:30])[CH3:29]. Product: [CH3:25][N:26]([CH3:31])[CH2:27][C@@H:28]([NH:30][C:21]([C:17]1[C:18]2[C:13](=[N:12][C:11]3[C:20]([N:19]=2)=[C:7]2[CH:6]=[CH:5][CH:4]=[C:3]([O:2][CH3:1])[C:8]2=[CH:9][CH:10]=3)[CH:14]=[CH:15][CH:16]=1)=[O:23])[CH3:29]. The catalyst class is: 66. (7) Reactant: [CH2:1]([O:8][C:9]1[CH:10]=[C:11]2[C:16](=[CH:17][C:18]=1[O:19][CH3:20])[CH:15](/[CH:21]=[CH:22]/[C:23]1[CH:28]=[C:27]([O:29][CH2:30][C:31]3[CH:36]=[CH:35][CH:34]=[CH:33][CH:32]=3)[C:26]([O:37][CH3:38])=[CH:25][C:24]=1[CH3:39])[NH:14][CH2:13][CH2:12]2)[C:2]1[CH:7]=[CH:6][CH:5]=[CH:4][CH:3]=1.[C:40](O[C:40]([O:42][C:43]([CH3:46])([CH3:45])[CH3:44])=[O:41])([O:42][C:43]([CH3:46])([CH3:45])[CH3:44])=[O:41]. Product: [CH2:1]([O:8][C:9]1[CH:10]=[C:11]2[C:16](=[CH:17][C:18]=1[O:19][CH3:20])[CH:15](/[CH:21]=[CH:22]/[C:23]1[CH:28]=[C:27]([O:29][CH2:30][C:31]3[CH:32]=[CH:33][CH:34]=[CH:35][CH:36]=3)[C:26]([O:37][CH3:38])=[CH:25][C:24]=1[CH3:39])[N:14]([C:40]([O:42][C:43]([CH3:46])([CH3:45])[CH3:44])=[O:41])[CH2:13][CH2:12]2)[C:2]1[CH:7]=[CH:6][CH:5]=[CH:4][CH:3]=1. The catalyst class is: 2.